Task: Predict the product of the given reaction.. Dataset: Forward reaction prediction with 1.9M reactions from USPTO patents (1976-2016) (1) Given the reactants [CH2:1]([O:3][C:4]1[CH:12]=[CH:11][CH:10]=[CH:9][C:5]=1[C:6]([OH:8])=O)[CH3:2].[OH:13][C@H:14]1[CH2:18][NH:17][C@H:16]([C:19]([NH:21][CH2:22][C:23]2[CH:28]=[CH:27][C:26]([C:29]3[O:33][CH:32]=[N:31][CH:30]=3)=[CH:25][CH:24]=2)=[O:20])[CH2:15]1.CCN(C(C)C)C(C)C.CN(C(ON1N=NC2C=CC=NC1=2)=[N+](C)C)C.F[P-](F)(F)(F)(F)F, predict the reaction product. The product is: [CH2:1]([O:3][C:4]1[CH:12]=[CH:11][CH:10]=[CH:9][C:5]=1[C:6]([N:17]1[CH2:18][C@H:14]([OH:13])[CH2:15][C@H:16]1[C:19]([NH:21][CH2:22][C:23]1[CH:24]=[CH:25][C:26]([C:29]2[O:33][CH:32]=[N:31][CH:30]=2)=[CH:27][CH:28]=1)=[O:20])=[O:8])[CH3:2]. (2) The product is: [F:25][C:26]1([F:31])[CH2:29][N:30]2[C:2](=[S:7])[NH:3][CH2:4][C:5]2=[N:28][CH2:27]1.[Br:8][C:9]1[CH:10]=[C:11]([CH:19]=[CH:20][C:21]=1[F:22])[CH2:12][C:13]1[CH:14]=[CH:15][N:16]=[CH:17][CH:18]=1. Given the reactants S1[C:5](=S)[CH2:4][NH:3][C:2]1=[S:7].[Br:8][C:9]1[CH:10]=[C:11]([CH:19]=[CH:20][C:21]=1[F:22])[CH2:12][C:13]1[CH:18]=[CH:17][N:16]=[CH:15][CH:14]=1.Cl.Cl.[F:25][C:26]([F:31])([CH2:29][NH2:30])[CH2:27][NH2:28].C(N(C(C)C)CC)(C)C, predict the reaction product. (3) Given the reactants C(O)(C(F)(F)F)=O.C(OC(=O)[NH:14][C@H:15]([C:17]1[N:21]([C:22]2[CH:23]=[N:24][N:25]([CH3:27])[CH:26]=2)[C:20]2[CH:28]=[C:29]([F:32])[CH:30]=[CH:31][C:19]=2[N:18]=1)[CH3:16])(C)(C)C, predict the reaction product. The product is: [F:32][C:29]1[CH:30]=[CH:31][C:19]2[N:18]=[C:17]([C@@H:15]([NH2:14])[CH3:16])[N:21]([C:22]3[CH:23]=[N:24][N:25]([CH3:27])[CH:26]=3)[C:20]=2[CH:28]=1. (4) Given the reactants [OH:1][CH2:2][C@H:3]([NH:6][C:7]([C:9]1[NH:10][C:11]([C:14]2[CH:19]=[C:18]([O:20][C:21]3[CH:22]=[N:23][C:24]([S:27]([CH3:30])(=[O:29])=[O:28])=[CH:25][CH:26]=3)[CH:17]=[C:16]([O:31][C@@H:32]([CH3:36])[CH2:33][O:34][CH3:35])[CH:15]=2)=[CH:12][CH:13]=1)=O)[CH2:4][CH3:5].CS(O)(=O)=O.C(N(CC)CC)C.C(=O)([O-])O.[Na+], predict the reaction product. The product is: [CH2:4]([C@@H:3]1[CH2:2][O:1][C:7]([C:9]2[NH:10][C:11]([C:14]3[CH:19]=[C:18]([CH:17]=[C:16]([O:31][C@@H:32]([CH3:36])[CH2:33][O:34][CH3:35])[CH:15]=3)[O:20][C:21]3[CH:26]=[CH:25][C:24]([S:27]([CH3:30])(=[O:28])=[O:29])=[N:23][CH:22]=3)=[CH:12][CH:13]=2)=[N:6]1)[CH3:5]. (5) Given the reactants FC(F)(F)C(O)=O.C(OC([N:15]1[C:19](=[O:20])[CH2:18][C:17]2([CH2:25][CH2:24][C:23]([CH:29]3[CH2:33][CH2:32][CH2:31][CH2:30]3)([N:26]([CH3:28])[CH3:27])[CH2:22][CH2:21]2)[CH2:16]1)=O)(C)(C)C, predict the reaction product. The product is: [CH:29]1([C:23]2([N:26]([CH3:28])[CH3:27])[CH2:24][CH2:25][C:17]3([CH2:16][NH:15][C:19](=[O:20])[CH2:18]3)[CH2:21][CH2:22]2)[CH2:33][CH2:32][CH2:31][CH2:30]1.